Dataset: Full USPTO retrosynthesis dataset with 1.9M reactions from patents (1976-2016). Task: Predict the reactants needed to synthesize the given product. (1) Given the product [N:29]1[CH:34]=[CH:33][CH:32]=[C:31]([C:2]2[CH:3]=[C:4]3[N:10]=[CH:9][N:8]([CH2:11][C:12]4[CH:28]=[CH:27][C:15]5[N:16]=[C:17]([NH:19][C@@H:20]6[CH2:25][CH2:24][CH2:23][CH2:22][C@H:21]6[OH:26])[S:18][C:14]=5[CH:13]=4)[C:5]3=[N:6][CH:7]=2)[CH:30]=1, predict the reactants needed to synthesize it. The reactants are: Br[C:2]1[CH:3]=[C:4]2[N:10]=[CH:9][N:8]([CH2:11][C:12]3[CH:28]=[CH:27][C:15]4[N:16]=[C:17]([NH:19][C@@H:20]5[CH2:25][CH2:24][CH2:23][CH2:22][C@H:21]5[OH:26])[S:18][C:14]=4[CH:13]=3)[C:5]2=[N:6][CH:7]=1.[N:29]1[CH:34]=[CH:33][CH:32]=[C:31](B(O)O)[CH:30]=1.C([O-])([O-])=O.[Na+].[Na+]. (2) Given the product [CH3:14][NH:13][C:11](=[O:12])[C:10]1[CH:15]=[CH:16][CH:17]=[CH:18][C:9]=1[NH:8][C:6]1[C:5]([C:19]([F:22])([F:21])[F:20])=[CH:4][N:3]=[C:2]([NH:40][C:37]2[CH:38]=[CH:39][C:32]3[CH2:31][CH2:30][CH:29]([N:23]4[CH2:28][CH2:27][O:26][CH2:25][CH2:24]4)[CH2:35][CH2:34][C:33]=3[CH:36]=2)[N:7]=1, predict the reactants needed to synthesize it. The reactants are: Cl[C:2]1[N:7]=[C:6]([NH:8][C:9]2[CH:18]=[CH:17][CH:16]=[CH:15][C:10]=2[C:11]([NH:13][CH3:14])=[O:12])[C:5]([C:19]([F:22])([F:21])[F:20])=[CH:4][N:3]=1.[N:23]1([CH:29]2[CH2:35][CH2:34][C:33]3[CH:36]=[C:37]([NH2:40])[CH:38]=[CH:39][C:32]=3[CH2:31][CH2:30]2)[CH2:28][CH2:27][O:26][CH2:25][CH2:24]1. (3) Given the product [CH3:22][O:23][C:24]1[CH:25]=[CH:26][C:27]([CH:30]=[N:3][C:4]2[CH:5]=[N:6][N:7]([CH2:10][CH2:11][CH2:12][CH2:13][CH3:14])[C:8]=2[NH2:9])=[CH:28][CH:29]=1, predict the reactants needed to synthesize it. The reactants are: Cl.Cl.[NH2:3][C:4]1[CH:5]=[N:6][N:7]([CH2:10][CH2:11][CH2:12][CH2:13][CH3:14])[C:8]=1[NH2:9].S([O-])([O-])=O.[Na+].[Na+].N.[CH3:22][O:23][C:24]1[CH:25]=[CH:26][C:27]([CH:30]=O)=[CH:28][CH:29]=1. (4) Given the product [OH:11][C@H:10]1[CH2:9][CH2:8][CH2:7][N:6]2[C:2](=[O:1])[N:3]([C:12]3[CH:19]=[CH:18][C:15]([C:16]#[N:17])=[C:14]([Cl:20])[C:13]=3[CH3:21])[CH2:4][C@H:5]12, predict the reactants needed to synthesize it. The reactants are: [O:1]=[C:2]1[N:6]2[CH2:7][CH2:8][CH2:9][C:10](=[O:11])[C@H:5]2[CH2:4][N:3]1[C:12]1[CH:19]=[CH:18][C:15]([C:16]#[N:17])=[C:14]([Cl:20])[C:13]=1[CH3:21].[BH4-].[Na+].